From a dataset of Forward reaction prediction with 1.9M reactions from USPTO patents (1976-2016). Predict the product of the given reaction. (1) Given the reactants [Cl:1][C:2]1[C:3]([CH3:53])=[C:4]([C:18]2[C:26]3[C:25]([O:27][C@H:28]([CH2:34][C:35]4[CH:40]=[CH:39][CH:38]=[CH:37][C:36]=4[O:41][CH:42]4[CH2:47][CH2:46][CH2:45][CH2:44][O:43]4)[C:29]([O:31][CH2:32][CH3:33])=[O:30])=[N:24][CH:23]=[N:22][C:21]=3[S:20][C:19]=2[C:48]#[C:49][CH2:50][O:51][CH3:52])[CH:5]=[CH:6][C:7]=1[O:8][CH2:9][CH2:10][N:11]1[CH2:16][CH2:15][N:14]([CH3:17])[CH2:13][CH2:12]1.B.C(N)(C)(C)C, predict the reaction product. The product is: [Cl:1][C:2]1[C:3]([CH3:53])=[C:4]([C:18]2[C:26]3[C:25]([O:27][C@H:28]([CH2:34][C:35]4[CH:40]=[CH:39][CH:38]=[CH:37][C:36]=4[O:41][CH:42]4[CH2:47][CH2:46][CH2:45][CH2:44][O:43]4)[C:29]([O:31][CH2:32][CH3:33])=[O:30])=[N:24][CH:23]=[N:22][C:21]=3[S:20][C:19]=2[CH2:48][CH2:49][CH2:50][O:51][CH3:52])[CH:5]=[CH:6][C:7]=1[O:8][CH2:9][CH2:10][N:11]1[CH2:16][CH2:15][N:14]([CH3:17])[CH2:13][CH2:12]1. (2) The product is: [N:12]1[CH:17]=[CH:16][C:15]([CH2:18][CH2:19][NH:20][C:21]([C:23]2[S:31][C:30]3[C:25](=[N:26][CH:27]=[CH:28][C:29]=3[NH:11][C:7]3[CH:8]=[C:9]4[C:4](=[CH:5][CH:6]=3)[NH:3][C:2]([CH3:1])=[CH:10]4)[CH:24]=2)=[O:22])=[CH:14][CH:13]=1. Given the reactants [CH3:1][C:2]1[NH:3][C:4]2[C:9]([CH:10]=1)=[CH:8][C:7]([NH2:11])=[CH:6][CH:5]=2.[N:12]1[CH:17]=[CH:16][C:15]([CH2:18][CH2:19][NH:20][C:21]([C:23]2[S:31][C:30]3[C:25](=[N:26][CH:27]=[CH:28][C:29]=3Cl)[CH:24]=2)=[O:22])=[CH:14][CH:13]=1, predict the reaction product. (3) Given the reactants [Cl:1][C:2]1[CH:7]=[C:6]2[NH:8][C:9](=[O:36])[C:10]3([CH:15]([C:16]4[CH:21]=[CH:20][CH:19]=[C:18]([Cl:22])[CH:17]=4)[CH2:14][C:13](=[O:23])[N:12]([CH2:24][CH2:25][CH2:26]Cl)[CH:11]3[C:28]3[CH:33]=[C:32]([F:34])[CH:31]=[CH:30][C:29]=3[CH3:35])[C:5]2=[CH:4][CH:3]=1.[CH3:37][O:38][CH:39]([Si](C)(C)C)[CH3:40].C[CH2:46][N:47](C(C)C)C(C)C, predict the reaction product. The product is: [Cl:1][C:2]1[CH:7]=[C:6]2[NH:8][C:9](=[O:36])[C:10]3([CH:15]([C:16]4[CH:21]=[CH:20][CH:19]=[C:18]([Cl:22])[CH:17]=4)[CH2:14][C:13](=[O:23])[N:12]([CH2:24][CH2:25][CH2:26][N:47]4[CH2:40][CH2:39][O:38][CH2:37][CH2:46]4)[CH:11]3[C:28]3[CH:33]=[C:32]([F:34])[CH:31]=[CH:30][C:29]=3[CH3:35])[C:5]2=[CH:4][CH:3]=1. (4) Given the reactants [F:1][C:2]1[CH:3]=[C:4]2[C:8](=[CH:9][CH:10]=1)[C:7](=[O:11])[CH2:6][CH2:5]2.[BH4-].[Na+].Cl, predict the reaction product. The product is: [F:1][C:2]1[CH:3]=[C:4]2[C:8](=[CH:9][CH:10]=1)[CH:7]([OH:11])[CH2:6][CH2:5]2. (5) Given the reactants Cl.Cl.C[O:4][C:5](=[O:53])[C@@H:6]([NH:22][C:23]([C@@H:25]1[CH2:34][C:33]2[CH:32]=[C:31]3[O:35][CH2:36][C@H:37]([C:39]4[CH:44]=[CH:43][C:42]([O:45][CH2:46][CH:47]5[CH2:52][CH2:51][CH2:50][CH2:49][CH2:48]5)=[CH:41][CH:40]=4)[O:38][C:30]3=[CH:29][C:28]=2[CH2:27][NH:26]1)=[O:24])[CH2:7][C:8]1[CH:13]=[CH:12][C:11]([C:14]2[CH:19]=[CH:18][N:17]=[C:16]([CH3:20])[C:15]=2[CH3:21])=[CH:10][CH:9]=1.[CH3:54][C:55]1[CH:56]=[C:57]([CH:61]=[CH:62][CH:63]=1)[C:58](Cl)=[O:59], predict the reaction product. The product is: [CH:47]1([CH2:46][O:45][C:42]2[CH:41]=[CH:40][C:39]([C@H:37]3[CH2:36][O:35][C:31]4=[CH:32][C:33]5[CH2:34][C@@H:25]([C:23]([NH:22][C@@H:6]([CH2:7][C:8]6[CH:9]=[CH:10][C:11]([C:14]7[CH:19]=[CH:18][N:17]=[C:16]([CH3:20])[C:15]=7[CH3:21])=[CH:12][CH:13]=6)[C:5]([OH:53])=[O:4])=[O:24])[N:26]([C:58](=[O:59])[C:57]6[CH:61]=[CH:62][CH:63]=[C:55]([CH3:54])[CH:56]=6)[CH2:27][C:28]=5[CH:29]=[C:30]4[O:38]3)=[CH:44][CH:43]=2)[CH2:52][CH2:51][CH2:50][CH2:49][CH2:48]1.